From a dataset of Peptide-MHC class I binding affinity with 185,985 pairs from IEDB/IMGT. Regression. Given a peptide amino acid sequence and an MHC pseudo amino acid sequence, predict their binding affinity value. This is MHC class I binding data. (1) The peptide sequence is VQLQEYDTY. The MHC is HLA-B08:01 with pseudo-sequence HLA-B08:01. The binding affinity (normalized) is 0.0847. (2) The peptide sequence is THFQRKRRV. The MHC is HLA-A30:01 with pseudo-sequence HLA-A30:01. The binding affinity (normalized) is 0.0847.